From a dataset of hERG potassium channel inhibition data for cardiac toxicity prediction from Karim et al.. Regression/Classification. Given a drug SMILES string, predict its toxicity properties. Task type varies by dataset: regression for continuous values (e.g., LD50, hERG inhibition percentage) or binary classification for toxic/non-toxic outcomes (e.g., AMES mutagenicity, cardiotoxicity, hepatotoxicity). Dataset: herg_karim. (1) The drug is CC[C@@H]1Sc2ccccc2O[C@@H]1c1ccc(OCCCN2CCCC2)cc1. The result is 1 (blocker). (2) The drug is CC(=O)C1=NN2c3cc(C)ccc3OC[C@H]2[C@@]1(CCCN1CCOCC1)c1ccccc1. The result is 1 (blocker). (3) The compound is N#CC1(NC(=O)[C@@H]2CCCC[C@H]2C(=O)N2CCN(c3nc4ncccc4s3)CC2)CC1. The result is 0 (non-blocker).